Dataset: Catalyst prediction with 721,799 reactions and 888 catalyst types from USPTO. Task: Predict which catalyst facilitates the given reaction. (1) Reactant: [C:1]([C:4]1[C:13]([N:14]2[CH2:18][CH2:17][CH:16]([C:19]#[N:20])[CH2:15]2)=[C:12]2[C:7]([CH:8]=[CH:9][CH:10]=[N:11]2)=[C:6]([Cl:21])[CH:5]=1)(=O)[CH3:2].C([O-])(=O)C.[NH4+].C([BH3-])#[N:28].[Na+]. Product: [NH2:28][CH:1]([C:4]1[C:13]([N:14]2[CH2:18][CH2:17][CH:16]([C:19]#[N:20])[CH2:15]2)=[C:12]2[C:7]([CH:8]=[CH:9][CH:10]=[N:11]2)=[C:6]([Cl:21])[CH:5]=1)[CH3:2]. The catalyst class is: 449. (2) Reactant: [CH2:1]([O:8][C:9]([N:11]([CH3:33])[N:12]1C(C(O)=O)=[C:20]([C:25]2[CH:30]=[CH:29][CH:28]=[CH:27][CH:26]=2)[C:19]2[C:14](=[CH:15][CH:16]=[C:17]([Cl:31])[CH:18]=2)[C:13]1=[O:32])=[O:10])[C:2]1[CH:7]=[CH:6][CH:5]=[CH:4][CH:3]=1.[C:34](Cl)(=O)[C:35]([Cl:37])=[O:36]. Product: [CH2:1]([O:8][C:9]([N:11]([CH3:33])[N:12]1[C:34]([C:35]([Cl:37])=[O:36])=[C:20]([C:25]2[CH:30]=[CH:29][CH:28]=[CH:27][CH:26]=2)[C:19]2[C:14](=[CH:15][CH:16]=[C:17]([Cl:31])[CH:18]=2)[C:13]1=[O:32])=[O:10])[C:2]1[CH:7]=[CH:6][CH:5]=[CH:4][CH:3]=1. The catalyst class is: 118. (3) Reactant: CCN=C=NCCCN(C)C.[F:12][C:13]1[CH:14]=[C:15]([C:20]([N:22]2[CH2:35][C:34]([CH3:37])([CH3:36])[C:33]3[C:32]4[CH:31]=[CH:30][CH:29]=[CH:28][C:27]=4[NH:26][C:25]=3[CH:24]([C:38]([OH:40])=O)[CH2:23]2)=[O:21])[CH:16]=[CH:17][C:18]=1[F:19].Cl.[C:42]([O:46][C:47](=[O:51])[CH2:48][CH2:49][NH2:50])([CH3:45])([CH3:44])[CH3:43].C(N(C(C)C)CC)(C)C. Product: [F:12][C:13]1[CH:14]=[C:15]([C:20]([N:22]2[CH2:35][C:34]([CH3:37])([CH3:36])[C:33]3[C:32]4[CH:31]=[CH:30][CH:29]=[CH:28][C:27]=4[NH:26][C:25]=3[CH:24]([C:38]([NH:50][CH2:49][CH2:48][C:47]([O:46][C:42]([CH3:45])([CH3:44])[CH3:43])=[O:51])=[O:40])[CH2:23]2)=[O:21])[CH:16]=[CH:17][C:18]=1[F:19]. The catalyst class is: 1. (4) Reactant: [Br:1][C:2]1[CH:7]=[CH:6][CH:5]=[CH:4][C:3]=1[S:8](Cl)(=[O:10])=[O:9].C(N(CC)CC)C.[CH2:19]([NH:26][CH2:27][C:28]1[CH:33]=[CH:32][CH:31]=[CH:30][CH:29]=1)[C:20]1[CH:25]=[CH:24][CH:23]=[CH:22][CH:21]=1. Product: [CH2:27]([N:26]([CH2:19][C:20]1[CH:25]=[CH:24][CH:23]=[CH:22][CH:21]=1)[S:8]([C:3]1[CH:4]=[CH:5][CH:6]=[CH:7][C:2]=1[Br:1])(=[O:10])=[O:9])[C:28]1[CH:33]=[CH:32][CH:31]=[CH:30][CH:29]=1. The catalyst class is: 1. (5) Product: [CH2:31]([N:33]1[CH2:38][CH2:37][N:36]([CH2:39][C:40]2[CH:41]=[CH:42][C:43]([C:44]([NH:30][C:14]3[CH:13]=[N:12][C:11]([CH3:10])=[C:16]([NH:17][C:18]4[N:23]=[C:22]([C:24]5[CH:25]=[N:26][CH:27]=[CH:28][CH:29]=5)[CH:21]=[CH:20][N:19]=4)[CH:15]=3)=[O:45])=[CH:47][CH:48]=2)[CH2:35][CH2:34]1)[CH3:32]. The catalyst class is: 3. Reactant: CCN(C(C)C)C(C)C.[CH3:10][C:11]1[C:16]([NH:17][C:18]2[N:23]=[C:22]([C:24]3[CH:25]=[N:26][CH:27]=[CH:28][CH:29]=3)[CH:21]=[CH:20][N:19]=2)=[CH:15][C:14]([NH2:30])=[CH:13][N:12]=1.[CH2:31]([N:33]1[CH2:38][CH2:37][N:36]([CH2:39][C:40]2[CH:48]=[CH:47][C:43]([C:44](O)=[O:45])=[CH:42][CH:41]=2)[CH2:35][CH2:34]1)[CH3:32].F[P-](F)(F)(F)(F)F.N1(O[P+](N(C)C)(N(C)C)N(C)C)C2C=CC=CC=2N=N1. (6) Reactant: [CH:1]1[CH:6]=[CH:5][C:4]([C@@H:7]([NH2:10])[CH2:8][OH:9])=[CH:3][CH:2]=1.C(=O)([O-])[O-].[Na+].[Na+].[Br:17][C:18]1([C:21](Cl)=[O:22])[CH2:20][CH2:19]1.[OH-].[Na+]. Product: [OH:9][CH2:8][C@H:7]([NH:10][C:21]([C:18]1([Br:17])[CH2:20][CH2:19]1)=[O:22])[C:4]1[CH:5]=[CH:6][CH:1]=[CH:2][CH:3]=1. The catalyst class is: 34. (7) The catalyst class is: 5. Product: [NH2:14][CH2:13][C:11]1[O:12][C:8]([C:7]([CH3:27])([CH3:26])[O:6][SiH2:5][C:1]([CH3:4])([CH3:3])[CH3:2])=[C:9]([CH3:25])[N:10]=1. Reactant: [C:1]([SiH2:5][O:6][C:7]([CH3:27])([CH3:26])[C:8]1[O:12][C:11]([CH2:13][N:14]2C(=O)C3C(=CC=CC=3)C2=O)=[N:10][C:9]=1[CH3:25])([CH3:4])([CH3:3])[CH3:2].O.NN.